Task: Predict the reaction yield, written as a fraction of the theoretical maximum amount of product (1.0 means a 100% yield; for example, 0.34 means a 34% yield).. Dataset: Reaction yield outcomes from USPTO patents with 853,638 reactions (1) The reactants are [N:1]1([C:7]([O:9][C:10]([CH3:13])([CH3:12])[CH3:11])=[O:8])[CH2:6][CH2:5][NH:4][CH2:3][CH2:2]1.C(N(C(C)C)CC)(C)C.[CH3:23][C:24]1[CH:29]=[CH:28][C:27]([S:30](Cl)(=[O:32])=[O:31])=[CH:26][C:25]=1[N+:34]([O-:36])=[O:35].O. The product is [C:10]([O:9][C:7]([N:1]1[CH2:6][CH2:5][N:4]([S:30]([C:27]2[CH:28]=[CH:29][C:24]([CH3:23])=[C:25]([N+:34]([O-:36])=[O:35])[CH:26]=2)(=[O:31])=[O:32])[CH2:3][CH2:2]1)=[O:8])([CH3:13])([CH3:12])[CH3:11]. The yield is 0.940. The catalyst is ClCCl. (2) The reactants are [O:1]1CCC[CH2:2]1.Br[C:7]1[CH:12]=[CH:11][C:10]([CH:13]2[O:17][CH2:16][CH2:15][O:14]2)=[CH:9][N:8]=1.C([Li])CCC.CN(C)C=O. The catalyst is O. The product is [O:14]1[CH2:15][CH2:16][O:17][CH:13]1[C:10]1[CH:11]=[CH:12][C:7]([CH:2]=[O:1])=[N:8][CH:9]=1. The yield is 0.470. (3) The reactants are [F:1][C:2]1[CH:3]=[C:4]([OH:11])[CH:5]=[CH:6][C:7]=1[N+:8]([O-:10])=[O:9].[F:12][C:13]1[CH:20]=[CH:19][C:16]([CH2:17]Br)=[CH:15][CH:14]=1.C(=O)([O-])[O-].[K+].[K+]. The catalyst is CC(C)=O. The product is [F:1][C:2]1[CH:3]=[C:4]([O:11][CH2:17][C:16]2[CH:19]=[CH:20][C:13]([F:12])=[CH:14][CH:15]=2)[CH:5]=[CH:6][C:7]=1[N+:8]([O-:10])=[O:9]. The yield is 0.860. (4) The reactants are [CH3:1][C:2]1[N:3]=[CH:4][NH:5][C:6]=1[CH:7]=[O:8].I[CH2:10][CH3:11].O. The catalyst is C1COCC1. The product is [CH2:10]([N:5]1[C:6]([CH:7]=[O:8])=[C:2]([CH3:1])[N:3]=[CH:4]1)[CH3:11]. The yield is 0.130. (5) The reactants are [Cl:1][C:2]1[CH:7]=[CH:6][N:5]=[CH:4][C:3]=1B1OC(C)(C)C(C)(C)O1.Cl[C:18]1[N:23]=[C:22]([CH3:24])[N:21]=[C:20]([NH2:25])[CH:19]=1.C(=O)([O-])[O-].[Cs+].[Cs+]. The catalyst is O1CCOCC1.O.[NH4+].[Cl-].[Pd+2].ClC1C=C[C-](P(C2C=CC=CC=2)C2C=CC=CC=2)C=1Cl.[C-]1(P(C2C=CC=CC=2)C2C=CC=CC=2)C=CC=C1.[Fe+2]. The product is [Cl:1][C:2]1[CH:7]=[CH:6][N:5]=[CH:4][C:3]=1[C:18]1[N:23]=[C:22]([CH3:24])[N:21]=[C:20]([NH2:25])[CH:19]=1. The yield is 0.150.